From a dataset of Full USPTO retrosynthesis dataset with 1.9M reactions from patents (1976-2016). Predict the reactants needed to synthesize the given product. (1) Given the product [NH2:11][C:12]1[CH:19]=[CH:18][CH:17]=[C:16]([O:10][C@H:7]2[CH2:8][CH2:9][C@H:4]([CH3:3])[CH2:5][CH2:6]2)[C:13]=1[C:14]#[N:15], predict the reactants needed to synthesize it. The reactants are: [H-].[Na+].[CH3:3][C@H:4]1[CH2:9][CH2:8][C@H:7]([OH:10])[CH2:6][CH2:5]1.[NH2:11][C:12]1[CH:19]=[CH:18][CH:17]=[C:16](F)[C:13]=1[C:14]#[N:15].[NH4+].[Cl-]. (2) Given the product [CH3:21][O:22][C:23]1[CH:28]=[CH:27][CH:26]=[CH:25][C:24]=1[C:2]1[CH:20]=[CH:19][C:5]([C:6]([NH:8][C:9]2[CH:18]=[C:17]3[C:12]([CH:13]=[CH:14][CH:15]=[N:16]3)=[CH:11][CH:10]=2)=[O:7])=[CH:4][CH:3]=1, predict the reactants needed to synthesize it. The reactants are: Br[C:2]1[CH:20]=[CH:19][C:5]([C:6]([NH:8][C:9]2[CH:18]=[C:17]3[C:12]([CH:13]=[CH:14][CH:15]=[N:16]3)=[CH:11][CH:10]=2)=[O:7])=[CH:4][CH:3]=1.[CH3:21][O:22][C:23]1[CH:28]=[CH:27][CH:26]=[CH:25][C:24]=1B(O)O. (3) Given the product [C:48]([O:52][C:53](=[O:59])[NH:54][CH2:55][CH2:56][CH2:57][NH:58][C:23](=[O:24])[CH2:22][CH2:21][CH2:20][O:19][C:12]1[C:13]2[C:18](=[CH:17][CH:16]=[CH:15][CH:14]=2)[C:9]([CH:8]=[C:4]2[S:3][C:2](=[O:1])[NH:6][C:5]2=[O:7])=[CH:10][CH:11]=1)([CH3:51])([CH3:49])[CH3:50], predict the reactants needed to synthesize it. The reactants are: [O:1]=[C:2]1[NH:6][C:5](=[O:7])[C:4](=[CH:8][C:9]2[C:18]3[C:13](=[CH:14][CH:15]=[CH:16][CH:17]=3)[C:12]([O:19][CH2:20][CH2:21][CH2:22][C:23](O)=[O:24])=[CH:11][CH:10]=2)[S:3]1.ON1C2C=CC=CC=2N=N1.Cl.C(N=C=NCCCN(C)C)C.[C:48]([O:52][C:53](=[O:59])[NH:54][CH2:55][CH2:56][CH2:57][NH2:58])([CH3:51])([CH3:50])[CH3:49]. (4) The reactants are: [OH-].[K+].[C:3](O)(=O)[CH2:4][SH:5].Br[CH2:9][CH2:10][CH2:11][CH2:12][CH2:13][CH2:14][CH2:15][CH2:16][CH2:17][CH2:18][CH2:19][C:20]#[C:21][CH3:22].Cl. Given the product [CH3:3][CH2:4][S:5][CH2:22][CH2:21][CH2:20][CH2:19][CH2:18][CH2:17][CH2:16][CH2:15][CH2:14][CH2:13][CH2:12][C:11]#[C:10][CH3:9], predict the reactants needed to synthesize it. (5) Given the product [F:12][C:13]1[CH:14]=[C:15]([N:23]2[CH2:27][C@H:26]([CH2:28][NH:29][C:30](=[O:32])[CH3:31])[O:25][C:24]2=[O:33])[CH:16]=[CH:17][C:18]=1[CH:19]1[CH2:22][N:21]([CH:1]=[O:2])[CH2:20]1, predict the reactants needed to synthesize it. The reactants are: [CH:1](N1C2C=CC=CC=2N=N1)=[O:2].[F:12][C:13]1[CH:14]=[C:15]([N:23]2[CH2:27][C@H:26]([CH2:28][NH:29][C:30](=[O:32])[CH3:31])[O:25][C:24]2=[O:33])[CH:16]=[CH:17][C:18]=1[CH:19]1[CH2:22][NH:21][CH2:20]1.